Predict the reaction yield, written as a fraction of the theoretical maximum amount of product (1.0 means a 100% yield; for example, 0.34 means a 34% yield). From a dataset of Reaction yield outcomes from USPTO patents with 853,638 reactions. (1) The reactants are [Si:1]([O:18][CH2:19][C:20]1[C:25](SC)=[CH:24][C:23]([NH:28][S:29]([CH3:32])(=[O:31])=[O:30])=[C:22]([I:33])[CH:21]=1)([C:14]([CH3:17])([CH3:16])[CH3:15])([C:8]1[CH:13]=[CH:12][CH:11]=[CH:10][CH:9]=1)[C:2]1[CH:7]=[CH:6][CH:5]=[CH:4][CH:3]=1.[CH:34]1C=C(Cl)C=C(C(OO)=O)C=1.C([O-])(O)=O.[Na+].[O-][S:51]([O-:54])(=S)=[O:52].[Na+].[Na+]. The catalyst is C(Cl)Cl. The product is [Si:1]([O:18][CH2:19][C:20]1[C:25]([S:51]([CH3:34])(=[O:54])=[O:52])=[CH:24][C:23]([NH:28][S:29]([CH3:32])(=[O:31])=[O:30])=[C:22]([I:33])[CH:21]=1)([C:14]([CH3:17])([CH3:15])[CH3:16])([C:2]1[CH:7]=[CH:6][CH:5]=[CH:4][CH:3]=1)[C:8]1[CH:13]=[CH:12][CH:11]=[CH:10][CH:9]=1. The yield is 0.800. (2) The reactants are [CH:1](=[O:19])[CH2:2][CH2:3][CH2:4][CH2:5][CH2:6][CH2:7][CH2:8][CH2:9][CH2:10][CH2:11][CH2:12][CH2:13][CH2:14][CH2:15][CH2:16][CH2:17][CH3:18].[N+:20]([CH3:23])([O-:22])=[O:21]. The catalyst is CCOCC. The product is [N+:20]([CH2:23][CH:1]([OH:19])[CH2:2][CH2:3][CH2:4][CH2:5][CH2:6][CH2:7][CH2:8][CH2:9][CH2:10][CH2:11][CH2:12][CH2:13][CH2:14][CH2:15][CH2:16][CH2:17][CH3:18])([O-:22])=[O:21]. The yield is 0.890. (3) The product is [CH2:1]([O:3][C:4]([C:5]1[NH:15][C:12]2[C:7]([CH:6]=1)=[CH:8][C:9]([F:14])=[C:10]([CH3:13])[CH:11]=2)=[O:18])[CH3:2]. The catalyst is CC1C=CC(C)=CC=1. The reactants are [CH2:1]([O:3][C:4](=[O:18])/[C:5](/[N:15]=[N+]=[N-])=[CH:6]/[C:7]1[CH:12]=[CH:11][C:10]([CH3:13])=[C:9]([F:14])[CH:8]=1)[CH3:2]. The yield is 0.372.